From a dataset of Forward reaction prediction with 1.9M reactions from USPTO patents (1976-2016). Predict the product of the given reaction. (1) Given the reactants [CH:1]([OH:4])([CH3:3])C.[F:5][C:6]1[C:7]([N:15]2[CH2:24][CH2:23][N:22]3[C@H:17]([CH2:18][O:19][CH2:20][CH2:21]3)[CH2:16]2)=[N:8][C:9]([CH3:14])=[N:10][C:11]=1[NH:12][NH2:13].CN1[CH2:31][CH2:30][O:29]CC1.ON1[C:37]2N=[CH:39][CH:40]=[CH:41][C:36]=2N=N1.[CH2:42](Cl)[CH2:43]Cl.[CH3:46][N:47]([CH:49]=[O:50])C, predict the reaction product. The product is: [CH:42]1([CH2:43][C@@H:3]([C:1]([NH:13][NH:12][C:11]2[C:6]([F:5])=[C:7]([N:15]3[CH2:24][CH2:23][N:22]4[C@H:17]([CH2:18][O:19][CH2:20][CH2:21]4)[CH2:16]3)[N:8]=[C:9]([CH3:14])[N:10]=2)=[O:4])[CH2:46][N:47]([O:29][CH2:30][C:31]2[CH:37]=[CH:36][CH:41]=[CH:40][CH:39]=2)[CH:49]=[O:50])[CH2:40][CH2:41][CH2:36][CH2:37]1. (2) Given the reactants Cl[C:2]1[CH:10]=[CH:9][C:5]([C:6]([OH:8])=[O:7])=[CH:4][N:3]=1.CC([O-])(C)C.[K+].[O:17]1[CH2:22][CH2:21][N:20]([CH2:23][CH2:24][OH:25])[CH2:19][CH2:18]1, predict the reaction product. The product is: [O:17]1[CH2:22][CH2:21][N:20]([CH2:23][CH2:24][O:25][C:2]2[CH:10]=[CH:9][C:5]([C:6]([OH:8])=[O:7])=[CH:4][N:3]=2)[CH2:19][CH2:18]1. (3) Given the reactants [CH:1]1([C@@H:7]([OH:35])[C:8]([N:10]2[CH2:34][CH2:33][CH2:32][C@H:11]2[C:12]([NH:14][CH2:15][C:16]2[CH:21]=[C:20]([Cl:22])[CH:19]=[CH:18][C:17]=2[CH2:23][NH:24]C(OC(C)(C)C)=O)=[O:13])=[O:9])[CH2:6][CH2:5][CH2:4][CH2:3][CH2:2]1, predict the reaction product. The product is: [CH:1]1([C@@H:7]([OH:35])[C:8]([N:10]2[CH2:34][CH2:33][CH2:32][C@H:11]2[C:12]([NH:14][CH2:15][C:16]2[CH:21]=[C:20]([Cl:22])[CH:19]=[CH:18][C:17]=2[CH2:23][NH2:24])=[O:13])=[O:9])[CH2:2][CH2:3][CH2:4][CH2:5][CH2:6]1. (4) Given the reactants [H-].[H-].[H-].[H-].[Li+].[Al+3].[CH2:7]([N:9]1[C:17]2[C:12](=[N:13][CH:14]=[CH:15][CH:16]=2)[C:11]([C:18]2[CH:39]=[CH:38][C:21]([O:22][C:23]3[N:27](CC(OCC)=O)[C:26]4[CH:34]=[CH:35][CH:36]=[CH:37][C:25]=4[N:24]=3)=[CH:20][CH:19]=2)=[N:10]1)[CH3:8].[O-]S([O-])(=O)=O.[Na+].[Na+].C1C[O:50][CH2:49][CH2:48]1, predict the reaction product. The product is: [CH2:7]([N:9]1[C:17]2[C:12](=[N:13][CH:14]=[CH:15][CH:16]=2)[C:11]([C:18]2[CH:19]=[CH:20][C:21]([O:22][C:23]3[N:27]([CH:49]([OH:50])[CH3:48])[C:26]4[CH:34]=[CH:35][CH:36]=[CH:37][C:25]=4[N:24]=3)=[CH:38][CH:39]=2)=[N:10]1)[CH3:8].